This data is from Reaction yield outcomes from USPTO patents with 853,638 reactions. The task is: Predict the reaction yield, written as a fraction of the theoretical maximum amount of product (1.0 means a 100% yield; for example, 0.34 means a 34% yield). (1) The reactants are [Cl:1][C:2]([F:13])([F:12])[C:3]1[N:8]=[CH:7][C:6]([CH:9](O)[CH3:10])=[CH:5][CH:4]=1.S(Cl)([Cl:16])=O. The catalyst is C(Cl)Cl. The product is [Cl:1][C:2]([F:13])([F:12])[C:3]1[CH:4]=[CH:5][C:6]([CH:9]([Cl:16])[CH3:10])=[CH:7][N:8]=1. The yield is 0.980. (2) The reactants are [In].[CH2:2](Br)[C:3]1[CH:8]=[CH:7][CH:6]=[CH:5][CH:4]=1.[OH:10][C:11]1[C:12](=[O:22])[C:13]2[C:18]([C:19](=[O:21])[CH:20]=1)=[CH:17][CH:16]=[CH:15][CH:14]=2.[Cl-].[NH4+].C([O-])(=O)C(C(C([O-])=O)O)O.[K+].[Na+]. The catalyst is CN(C)C=O.C(OCC)(=O)C. The product is [CH2:2]([C:12]1([OH:22])[C:13]2[C:18](=[CH:17][CH:16]=[CH:15][CH:14]=2)[C:19]([OH:21])=[CH:20][C:11]1=[O:10])[C:3]1[CH:8]=[CH:7][CH:6]=[CH:5][CH:4]=1. The yield is 0.680. (3) The reactants are [Si]([O:18][CH2:19][C:20]1[CH:21]=[C:22]([CH2:30][OH:31])[CH:23]=[C:24]([O:26][CH:27]([CH3:29])[CH3:28])[CH:25]=1)(C(C)(C)C)(C1C=CC=CC=1)C1C=CC=CC=1.[Cl:32][C:33]1[CH:38]=[C:37]([Cl:39])[CH:36]=[CH:35][C:34]=1O.C(P(CCCC)CCCC)CCC.N(C(N1CCCCC1)=O)=NC(N1CCCCC1)=O.[F-].C([N+](CCCC)(CCCC)CCCC)CCC.C(=O)([O-])O.[Na+]. The catalyst is O1CCCC1. The product is [Cl:32][C:33]1[CH:38]=[C:37]([Cl:39])[CH:36]=[CH:35][C:34]=1[O:18][CH2:19][C:20]1[CH:21]=[C:22]([CH2:30][OH:31])[CH:23]=[C:24]([O:26][CH:27]([CH3:28])[CH3:29])[CH:25]=1. The yield is 0.900.